From a dataset of Full USPTO retrosynthesis dataset with 1.9M reactions from patents (1976-2016). Predict the reactants needed to synthesize the given product. (1) Given the product [Br:25][C:26]1[CH:31]=[CH:30][C:29]([S:32]([NH:13][CH2:12][C:7]2[C:6]3[C:11](=[C:2]([Cl:1])[CH:3]=[CH:4][CH:5]=3)[N:10]=[CH:9][CH:8]=2)(=[O:34])=[O:33])=[CH:28][CH:27]=1, predict the reactants needed to synthesize it. The reactants are: [Cl:1][C:2]1[CH:3]=[CH:4][CH:5]=[C:6]2[C:11]=1[N:10]=[CH:9][CH:8]=[C:7]2[C:12]#[N:13].CSC.Cl.CCN(CC)CC.[Br:25][C:26]1[CH:31]=[CH:30][C:29]([S:32](Cl)(=[O:34])=[O:33])=[CH:28][CH:27]=1. (2) Given the product [CH3:1][O:3][C:4](=[O:33])[CH2:5][C@@H:6]1[C:18]2[NH:17][C:16]3[C:11](=[CH:12][C:13]([F:32])=[CH:14][C:15]=3[S:28]([CH3:31])(=[O:30])=[O:29])[C:10]=2[CH2:9][CH2:8][CH2:7]1, predict the reactants needed to synthesize it. The reactants are: [CH2:1]([O:3][C:4](=[O:33])[CH2:5][C@@H:6]1[C:18]2[N:17]([C@H](C3C=CC(Cl)=CC=3)C)[C:16]3[C:11](=[CH:12][C:13]([F:32])=[CH:14][C:15]=3[S:28]([CH3:31])(=[O:30])=[O:29])[C:10]=2[CH2:9][CH2:8][CH2:7]1)C.C1COCC1.CO.[Li+].[OH-]. (3) Given the product [CH3:19][O:4][C:3](=[O:5])[CH:2]([NH2:1])[CH2:6][CH2:7][CH2:8][C:9]1[CH:14]=[CH:13][C:12]([N+:15]([O-:17])=[O:16])=[CH:11][CH:10]=1, predict the reactants needed to synthesize it. The reactants are: [NH2:1][CH:2]([CH2:6][CH2:7][CH2:8][C:9]1[CH:14]=[CH:13][C:12]([N+:15]([O-:17])=[O:16])=[CH:11][CH:10]=1)[C:3]([OH:5])=[O:4].Cl.[CH3:19]O.